Dataset: Full USPTO retrosynthesis dataset with 1.9M reactions from patents (1976-2016). Task: Predict the reactants needed to synthesize the given product. (1) Given the product [ClH:1].[NH2:8][C:7]1[CH:2]=[N:3][CH:4]=[C:5]([NH2:11])[CH:6]=1, predict the reactants needed to synthesize it. The reactants are: [Cl:1][C:2]1[C:7]([N+:8]([O-])=O)=[CH:6][C:5]([N+:11]([O-])=O)=[CH:4][N:3]=1. (2) Given the product [CH3:10][O:9][C:7](=[O:8])[C:6]1[CH:11]=[C:2]([C:26]#[N:27])[CH:3]=[CH:4][C:5]=1[CH3:12], predict the reactants needed to synthesize it. The reactants are: N[C:2]1[CH:3]=[CH:4][C:5]([CH3:12])=[C:6]([CH:11]=1)[C:7]([O:9][CH3:10])=[O:8].Cl.N([O-])=O.[Na+].C([O-])(O)=O.[Na+].[C-]#N.[K+].[C:26]([Cu])#[N:27]. (3) Given the product [O:45]1[CH2:50][CH2:49][O:48][CH2:47][CH:46]1[C:51]1[C:59]2[S:58][C:57]([NH:60][C:9]([C:7]3[CH:6]=[CH:5][CH:4]=[C:3]([O:2][CH3:1])[N:8]=3)=[O:11])=[N:56][C:55]=2[C:54]([O:61][CH3:62])=[CH:53][CH:52]=1, predict the reactants needed to synthesize it. The reactants are: [CH3:1][O:2][C:3]1[N:8]=[C:7]([C:9]([OH:11])=O)[CH:6]=[CH:5][CH:4]=1.CN(C(ON1N=NC2C=CC=NC1=2)=[N+](C)C)C.F[P-](F)(F)(F)(F)F.C(N(C(C)C)C(C)C)C.[O:45]1[CH2:50][CH2:49][O:48][CH2:47][CH:46]1[C:51]1[C:59]2[S:58][C:57]([NH2:60])=[N:56][C:55]=2[C:54]([O:61][CH3:62])=[CH:53][CH:52]=1. (4) Given the product [CH3:15][C:7]1[CH:8]=[CH:9][C:10]([N+:12]([O-:14])=[O:13])=[CH:11][C:6]=1[NH:5][C:3](=[O:4])[CH2:2][N:16]1[CH2:21][CH2:20][O:19][CH2:18][CH2:17]1, predict the reactants needed to synthesize it. The reactants are: Cl[CH2:2][C:3]([NH:5][C:6]1[CH:11]=[C:10]([N+:12]([O-:14])=[O:13])[CH:9]=[CH:8][C:7]=1[CH3:15])=[O:4].[NH:16]1[CH2:21][CH2:20][O:19][CH2:18][CH2:17]1.C(N(CC)CC)C.[I-].[K+]. (5) Given the product [Cl:14][C:15]1[N:16]=[C:17]([CH2:26][OH:4])[CH:18]=[CH:19][C:20]=1[C:21]1([F:25])[CH2:24][CH2:23][CH2:22]1, predict the reactants needed to synthesize it. The reactants are: FC(F)(F)C(OC(=O)C(F)(F)F)=[O:4].[Cl:14][C:15]1[C:20]([C:21]2([F:25])[CH2:24][CH2:23][CH2:22]2)=[CH:19][CH:18]=[C:17]([CH3:26])[N+:16]=1[O-].[OH-].[Na+].